Dataset: HIV replication inhibition screening data with 41,000+ compounds from the AIDS Antiviral Screen. Task: Binary Classification. Given a drug SMILES string, predict its activity (active/inactive) in a high-throughput screening assay against a specified biological target. (1) The compound is C=CCOC1OC(CO[Si](C)(C)C(C)(C)C)C(OCc2ccccc2)C(OCc2ccccc2)C1OCc1ccccc1. The result is 0 (inactive). (2) The compound is Cc1ccc2c(c1)C(=O)C(=C1CCc3ccc(C)cc31)C2. The result is 0 (inactive). (3) The drug is C=C1C(=O)OC2C1CC(O)C(C)(CC)C2C(=C)C=O. The result is 0 (inactive).